Dataset: Full USPTO retrosynthesis dataset with 1.9M reactions from patents (1976-2016). Task: Predict the reactants needed to synthesize the given product. (1) Given the product [OH:6][CH2:5][CH2:4][CH2:3][CH2:2][NH:1][C:15]([C:14]1[CH:18]=[CH:19][C:11]([C:9]([O:8][CH3:7])=[O:10])=[CH:12][CH:13]=1)=[O:16], predict the reactants needed to synthesize it. The reactants are: [NH2:1][CH2:2][CH2:3][CH2:4][CH2:5][OH:6].[CH3:7][O:8][C:9]([C:11]1[CH:19]=[CH:18][C:14]([C:15](O)=[O:16])=[CH:13][CH:12]=1)=[O:10]. (2) Given the product [C:18]([C:15]1[CH:16]=[CH:17][C:12]2[O:11][C:10]([CH3:22])([CH3:21])[C@@H:9]([OH:23])[C@@H:8]([NH:7][C:31](=[O:32])[O:30][C:27]([CH3:29])([CH3:28])[CH3:26])[C:13]=2[CH:14]=1)(=[O:20])[CH3:19], predict the reactants needed to synthesize it. The reactants are: O.S(=O)(=O)(O)O.[NH2:7][C@H:8]1[C:13]2[CH:14]=[C:15]([C:18](=[O:20])[CH3:19])[CH:16]=[CH:17][C:12]=2[O:11][C:10]([CH3:22])([CH3:21])[C@H:9]1[OH:23].[OH-].[Na+].[CH3:26][C:27]([O:30][C:31](O[C:31]([O:30][C:27]([CH3:29])([CH3:28])[CH3:26])=[O:32])=[O:32])([CH3:29])[CH3:28]. (3) Given the product [C:1]([OH:6])(=[O:5])[C:2]([CH3:4])=[CH2:3].[C:7]([O:12][CH2:13][CH:14]=[CH2:15])(=[O:11])[C:8]([CH3:10])=[CH2:9].[C:16]([O:20][CH2:21][C:22]1[CH:27]=[CH:26][CH:25]=[CH:24][CH:23]=1)(=[O:19])[CH:17]=[CH2:18], predict the reactants needed to synthesize it. The reactants are: [C:1]([OH:6])(=[O:5])[C:2]([CH3:4])=[CH2:3].[C:7]([O:12][CH2:13][CH:14]=[CH2:15])(=[O:11])[C:8]([CH3:10])=[CH2:9].[C:16]([O:20][CH2:21][C:22]1[CH:27]=[CH:26][CH:25]=[CH:24][CH:23]=1)(=[O:19])[CH:17]=[CH2:18].N(C(C)(CC(C)C)C#N)=NC(C)(CC(C)C)C#N. (4) Given the product [C:10]([O:9][C:7]([NH:6][CH2:5][CH:4]([C:14]1[CH:15]=[CH:16][C:17]([CH3:20])=[CH:18][CH:19]=1)[C:3]([OH:21])=[O:2])=[O:8])([CH3:13])([CH3:12])[CH3:11], predict the reactants needed to synthesize it. The reactants are: C[O:2][C:3](=[O:21])[CH:4]([C:14]1[CH:19]=[CH:18][C:17]([CH3:20])=[CH:16][CH:15]=1)[CH2:5][NH:6][C:7]([O:9][C:10]([CH3:13])([CH3:12])[CH3:11])=[O:8].O.O.[OH-].[Li+].